From a dataset of Peptide-MHC class I binding affinity with 185,985 pairs from IEDB/IMGT. Regression. Given a peptide amino acid sequence and an MHC pseudo amino acid sequence, predict their binding affinity value. This is MHC class I binding data. (1) The peptide sequence is GEPKMTKAL. The MHC is HLA-B44:02 with pseudo-sequence HLA-B44:02. The binding affinity (normalized) is 0.0831. (2) The peptide sequence is AVFKDSFLR. The MHC is HLA-A11:01 with pseudo-sequence HLA-A11:01. The binding affinity (normalized) is 0.827. (3) The peptide sequence is IFIRTIYYH. The MHC is HLA-B39:01 with pseudo-sequence HLA-B39:01. The binding affinity (normalized) is 0.0847. (4) The peptide sequence is SAWESFWRI. The MHC is HLA-A69:01 with pseudo-sequence HLA-A69:01. The binding affinity (normalized) is 0.947. (5) The peptide sequence is KGRISYYEM. The MHC is HLA-A30:01 with pseudo-sequence HLA-A30:01. The binding affinity (normalized) is 0.753. (6) The peptide sequence is VRVCACPGR. The MHC is HLA-A02:06 with pseudo-sequence HLA-A02:06. The binding affinity (normalized) is 0.294. (7) The peptide sequence is KAFQDVLYV. The MHC is HLA-C12:03 with pseudo-sequence HLA-C12:03. The binding affinity (normalized) is 1.00. (8) The binding affinity (normalized) is 0.0847. The peptide sequence is KCRVKMEKL. The MHC is HLA-A02:11 with pseudo-sequence HLA-A02:11. (9) The peptide sequence is LMARRARSL. The MHC is HLA-B08:01 with pseudo-sequence HLA-B08:01. The binding affinity (normalized) is 0.797. (10) The peptide sequence is MLQKEYMER. The MHC is HLA-A31:01 with pseudo-sequence HLA-A31:01. The binding affinity (normalized) is 0.574.